Task: Predict the reactants needed to synthesize the given product.. Dataset: Full USPTO retrosynthesis dataset with 1.9M reactions from patents (1976-2016) (1) Given the product [CH:19]1([C:2]2[CH:10]=[C:9]3[C:5]([CH:6]=[N:7][N:8]3[CH2:11][O:12][CH2:13][CH2:14][Si:15]([CH3:18])([CH3:17])[CH3:16])=[CH:4][CH:3]=2)[CH2:21][CH2:20]1, predict the reactants needed to synthesize it. The reactants are: Br[C:2]1[CH:10]=[C:9]2[C:5]([CH:6]=[N:7][N:8]2[CH2:11][O:12][CH2:13][CH2:14][Si:15]([CH3:18])([CH3:17])[CH3:16])=[CH:4][CH:3]=1.[CH:19]1(B(O)O)[CH2:21][CH2:20]1.[O-]P([O-])([O-])=O.[K+].[K+].[K+].C1(C)C=CC=CC=1. (2) Given the product [Cl:19][C:20]1[CH:28]=[CH:27][C:5]([C:3]([CH2:2][C:1]([O:7][CH2:8][CH3:9])=[O:6])=[O:4])=[CH:22][CH:21]=1, predict the reactants needed to synthesize it. The reactants are: [C:1]([O:7][CH2:8][CH3:9])(=[O:6])[CH2:2][C:3]([CH3:5])=[O:4].[Cl-].[Mg+2].[Cl-].N1C=CC=CC=1.[Cl:19][C:20]1[CH:28]=[CH:27]C(C(Cl)=O)=[CH:22][CH:21]=1.Cl. (3) Given the product [NH:23]1[CH:27]=[CH:26][N:25]=[C:24]1[CH2:28][NH:1][CH2:2][C:3]1[CH:11]=[C:10]2[C:6]([CH:7]=[C:8]([CH2:12][CH2:13][CH2:14][CH2:15][N:16]([CH2:20][CH2:21][CH3:22])[CH2:17][CH2:18][CH3:19])[CH2:9]2)=[CH:5][CH:4]=1, predict the reactants needed to synthesize it. The reactants are: [NH2:1][CH2:2][C:3]1[CH:11]=[C:10]2[C:6]([CH:7]=[C:8]([CH2:12][CH2:13][CH2:14][CH2:15][N:16]([CH2:20][CH2:21][CH3:22])[CH2:17][CH2:18][CH3:19])[CH2:9]2)=[CH:5][CH:4]=1.[NH:23]1[CH:27]=[CH:26][N:25]=[C:24]1[CH:28]=O.C(OC)(OC)OC.[BH4-].[Na+]. (4) Given the product [O:58]1[C:57]2[CH:56]=[CH:55][C:51]([CH2:52][CH2:53][NH:54][C:17]([CH:16]3[CH2:15][CH2:14][N:13]([CH3:20])[CH:12]3[C:10]3[CH:9]=[C:8]([CH3:21])[N:7]=[C:6]([N:1]4[CH:5]=[CH:4][N:3]=[CH:2]4)[N:11]=3)=[O:19])=[CH:50][C:49]=2[O:48][CH2:47]1, predict the reactants needed to synthesize it. The reactants are: [N:1]1([C:6]2[N:11]=[C:10]([CH:12]3[CH:16]([C:17]([OH:19])=O)[CH2:15][CH2:14][N:13]3[CH3:20])[CH:9]=[C:8]([CH3:21])[N:7]=2)[CH:5]=[CH:4][N:3]=[CH:2]1.CN(C(ON1N=NC2C=CC=CC1=2)=[N+](C)C)C.F[P-](F)(F)(F)(F)F.Cl.[CH2:47]1[O:58][C:57]2[CH:56]=[CH:55][C:51]([CH2:52][CH2:53][NH2:54])=[CH:50][C:49]=2[O:48]1.C(N(CC)CC)C. (5) Given the product [CH3:24][NH:23][C:2]1[C:7]([C:8]2[N:12]=[C:11]([C:13]3[CH:18]=[CH:17][C:16]([CH2:19][CH:20]([CH3:22])[CH3:21])=[CH:15][CH:14]=3)[O:10][N:9]=2)=[CH:6][CH:5]=[CH:4][N:3]=1, predict the reactants needed to synthesize it. The reactants are: Cl[C:2]1[C:7]([C:8]2[N:12]=[C:11]([C:13]3[CH:18]=[CH:17][C:16]([CH2:19][CH:20]([CH3:22])[CH3:21])=[CH:15][CH:14]=3)[O:10][N:9]=2)=[CH:6][CH:5]=[CH:4][N:3]=1.[NH:23](CCO)[CH2:24]CO. (6) The reactants are: [OH:1][CH2:2][CH2:3][CH2:4][N:5]([CH2:18][C:19]([F:22])([F:21])[F:20])[C:6]1[CH:13]=[CH:12][C:9]([C:10]#[N:11])=[C:8]([C:14]([F:17])([F:16])[F:15])[CH:7]=1.[C:23]([C:27]1[CH:32]=[CH:31][C:30](O)=[CH:29][CH:28]=1)([CH3:26])([CH3:25])[CH3:24]. Given the product [CH3:24][C:23]([C:27]1[CH:32]=[CH:31][C:30]([O:1][CH2:2][CH2:3][CH2:4][N:5]([CH2:18][C:19]([F:20])([F:21])[F:22])[C:6]2[CH:13]=[CH:12][C:9]([C:10]#[N:11])=[C:8]([C:14]([F:16])([F:15])[F:17])[CH:7]=2)=[CH:29][CH:28]=1)([CH3:26])[CH3:25], predict the reactants needed to synthesize it. (7) Given the product [Br:1][C:2]1[CH:11]=[C:10]2[C:5](=[CH:4][CH:3]=1)[CH:6]=[C:7]([O:20][C:27](=[O:34])[C:28]1[CH:33]=[CH:32][CH:31]=[CH:30][CH:29]=1)[C:8]([N:12]1[CH2:13][C:14](=[O:19])[NH:15][S:16]1(=[O:18])=[O:17])=[CH:9]2, predict the reactants needed to synthesize it. The reactants are: [Br:1][C:2]1[CH:11]=[C:10]2[C:5]([CH:6]=[C:7]([OH:20])[C:8]([N:12]3[S:16](=[O:18])(=[O:17])[NH:15][C:14](=[O:19])[CH2:13]3)=[CH:9]2)=[CH:4][CH:3]=1.CC(C)([O-])C.[K+].[C:27](Cl)(=[O:34])[C:28]1[CH:33]=[CH:32][CH:31]=[CH:30][CH:29]=1.C([O-])(O)=O.[Na+].Cl. (8) Given the product [OH:30][C@H:27]1[CH2:28][CH2:29][C@H:24]([NH:23][C:12]2[N:11]=[C:10]([NH:9][C:7]3[S:8][C:4]4[CH:3]=[C:2]([N:33]5[CH2:37][CH2:36][CH2:35][C:34]5=[O:38])[CH:32]=[CH:31][C:5]=4[N:6]=3)[CH:15]=[C:14]([CH2:16][N:17]3[CH2:22][CH2:21][CH2:20][CH2:19][CH2:18]3)[N:13]=2)[CH2:25][CH2:26]1, predict the reactants needed to synthesize it. The reactants are: Br[C:2]1[CH:32]=[CH:31][C:5]2[N:6]=[C:7]([NH:9][C:10]3[CH:15]=[C:14]([CH2:16][N:17]4[CH2:22][CH2:21][CH2:20][CH2:19][CH2:18]4)[N:13]=[C:12]([NH:23][C@H:24]4[CH2:29][CH2:28][C@H:27]([OH:30])[CH2:26][CH2:25]4)[N:11]=3)[S:8][C:4]=2[CH:3]=1.[NH:33]1[CH2:37][CH2:36][CH2:35][C:34]1=[O:38].C(=O)([O-])[O-].[Cs+].[Cs+].CNCCNC. (9) Given the product [Cl:7][C:8]1[CH:9]=[CH:10][C:11]2[S:15][C:14](=[O:16])[N:13]([CH2:6][CH2:5][CH2:4][CH:3]=[CH2:2])[C:12]=2[CH:17]=1, predict the reactants needed to synthesize it. The reactants are: Br[CH2:2][CH2:3][CH2:4][CH:5]=[CH2:6].[Cl:7][C:8]1[CH:9]=[CH:10][C:11]2[S:15][C:14](=[O:16])[NH:13][C:12]=2[CH:17]=1.C(=O)([O-])[O-].[K+].[K+].